Predict the reaction yield, written as a fraction of the theoretical maximum amount of product (1.0 means a 100% yield; for example, 0.34 means a 34% yield). From a dataset of Reaction yield outcomes from USPTO patents with 853,638 reactions. The reactants are [CH3:1][O:2][C:3]1[C:11]([S:12]([CH3:14])=[O:13])=[C:10]([C:15]([F:18])([F:17])[F:16])[CH:9]=[CH:8][C:4]=1[C:5]([OH:7])=[O:6].[C:19]1(=O)[CH2:24][CH2:23][CH2:22][C:21](=[O:25])[CH2:20]1.N1C=CC=CC=1.S(Cl)(Cl)=O. The catalyst is C(OCC)(=O)C.O. The product is [CH3:1][O:2][C:3]1[C:11]([S:12]([CH3:14])=[O:13])=[C:10]([C:15]([F:18])([F:16])[F:17])[CH:9]=[CH:8][C:4]=1[C:5]([O:7][C:19]1[CH2:24][CH2:23][CH2:22][C:21](=[O:25])[CH:20]=1)=[O:6]. The yield is 0.855.